This data is from Forward reaction prediction with 1.9M reactions from USPTO patents (1976-2016). The task is: Predict the product of the given reaction. (1) Given the reactants [CH:1]([N:4]1[C:12]2[CH:11]=[C:10]([NH:13][C:14]3[CH:19]=[CH:18][N:17]=[C:16]([C:20]4[CH:21]=[CH:22][C:23]([C:26]([OH:28])=O)=[N:24][CH:25]=4)[N:15]=3)[N:9]=[CH:8][C:7]=2[N:6]=[C:5]1[CH3:29])([CH3:3])[CH3:2].[Cl-].[NH4+].C([N:35](CC)C(C)C)(C)C.F[P-](F)(F)(F)(F)F.CN(C(N(C)C)=[N+]1C2C(=NC=CC=2)[N+]([O-])=N1)C, predict the reaction product. The product is: [CH:1]([N:4]1[C:12]2[CH:11]=[C:10]([NH:13][C:14]3[CH:19]=[CH:18][N:17]=[C:16]([C:20]4[CH:21]=[CH:22][C:23]([C:26]([NH2:35])=[O:28])=[N:24][CH:25]=4)[N:15]=3)[N:9]=[CH:8][C:7]=2[N:6]=[C:5]1[CH3:29])([CH3:3])[CH3:2]. (2) Given the reactants [NH:1]1[CH2:6][CH2:5][CH2:4][NH:3][C:2]1=[S:7].[I:8][CH3:9], predict the reaction product. The product is: [I-:8].[CH3:9][S:7][C:2]1[NH:3][CH2:4][CH2:5][CH2:6][NH+:1]=1.